Dataset: Forward reaction prediction with 1.9M reactions from USPTO patents (1976-2016). Task: Predict the product of the given reaction. (1) Given the reactants [CH2:1]([O:4][C:5]1([CH3:48])[CH2:10][CH2:9][N:8]([C:11]2[N:16]3[N:17]=[C:18]([C:20]4[S:21][C:22]([CH2:25][C:26]5[CH:31]=[CH:30][CH:29]=[CH:28][C:27]=5[O:32][CH2:33]C=C)=[CH:23][N:24]=4)[CH:19]=[C:15]3[N:14]=[C:13]([CH3:36])[C:12]=2[C@H:37]([O:43][C:44]([CH3:47])([CH3:46])[CH3:45])[C:38]([O:40][CH2:41][CH3:42])=[O:39])[CH2:7][CH2:6]1)[CH:2]=[CH2:3], predict the reaction product. The product is: [C:44]([O:43][C@@H:37]([C:12]1[C:13]([CH3:36])=[N:14][C:15]2=[CH:19][C:18]3=[N:17][N:16]2[C:11]=1[N:8]1[CH2:7][CH2:6][C:5]([CH3:48])([O:4][CH2:1][CH:2]=[CH:3][CH2:33][O:32][C:27]2[CH:28]=[CH:29][CH:30]=[CH:31][C:26]=2[CH2:25][C:22]2[S:21][C:20]3=[N:24][CH:23]=2)[CH2:10][CH2:9]1)[C:38]([O:40][CH2:41][CH3:42])=[O:39])([CH3:45])([CH3:47])[CH3:46]. (2) The product is: [C:21]([C:15]1[N:14]=[C:13]([C:10]2[CH:11]=[CH:12][C:7]([C:32]3[CH:31]=[CH:30][C:29]([C:42]4([C:45]([O:47][CH3:48])=[O:46])[CH2:44][CH2:43]4)=[CH:28][C:27]=3[Cl:26])=[CH:8][CH:9]=2)[C:18]([CH3:19])=[N:17][C:16]=1[CH3:20])(=[O:23])[NH2:22]. Given the reactants FC(F)(F)S(O[C:7]1[CH:12]=[CH:11][C:10]([C:13]2[C:18]([CH3:19])=[N:17][C:16]([CH3:20])=[C:15]([C:21](=[O:23])[NH2:22])[N:14]=2)=[CH:9][CH:8]=1)(=O)=O.[Cl:26][C:27]1[CH:28]=[C:29]([C:42]2([C:45]([O:47][CH3:48])=[O:46])[CH2:44][CH2:43]2)[CH:30]=[CH:31][C:32]=1B1OC(C)(C)C(C)(C)O1.P([O-])([O-])([O-])=O.[K+].[K+].[K+].CO, predict the reaction product. (3) Given the reactants O[CH:2]=[C:3]1[C:11]2[C:6](=[CH:7][C:8]([C:12]([C:14]3[CH:15]=[C:16]([NH:20][C:21]([C:23]4[CH:27]=[C:26]([CH3:28])[N:25]([C:29]([CH3:32])([CH3:31])[CH3:30])[N:24]=4)=[O:22])[CH:17]=[CH:18][CH:19]=3)=[O:13])=[CH:9][CH:10]=2)[NH:5][C:4]1=[O:33].[CH3:34][N:35]1[CH2:40][CH2:39][N:38]([C:41]2[CH:46]=[CH:45][C:44]([NH2:47])=[CH:43][CH:42]=2)[CH2:37][CH2:36]1, predict the reaction product. The product is: [CH3:34][N:35]1[CH2:36][CH2:37][N:38]([C:41]2[CH:46]=[CH:45][C:44]([NH:47][CH:2]=[C:3]3[C:11]4[C:6](=[CH:7][C:8]([C:12]([C:14]5[CH:15]=[C:16]([NH:20][C:21]([C:23]6[CH:27]=[C:26]([CH3:28])[N:25]([C:29]([CH3:32])([CH3:30])[CH3:31])[N:24]=6)=[O:22])[CH:17]=[CH:18][CH:19]=5)=[O:13])=[CH:9][CH:10]=4)[NH:5][C:4]3=[O:33])=[CH:43][CH:42]=2)[CH2:39][CH2:40]1. (4) Given the reactants C[C@H](C(O[CH2:18][CH2:19][CH2:20][CH2:21][O:22][N+]([O-])=O)=O)C1C=CC2[CH:9]=[C:10]([O:13]C)[CH:11]=CC=2C=1, predict the reaction product. The product is: [CH:10]([OH:13])([CH3:11])[CH3:9].[CH2:19]1[CH2:18][O:22][CH2:21][CH2:20]1. (5) Given the reactants [Cl:1][C:2]1[CH:3]=[C:4]([NH:17][C:18]2[C:23]([C:24]#[C:25][C:26]3[O:30][C:29]([CH:31]=O)=[CH:28][CH:27]=3)=[CH:22][N:21]=[CH:20][N:19]=2)[CH:5]=[CH:6][C:7]=1[O:8][CH2:9][C:10]1[CH:15]=[CH:14][CH:13]=[C:12]([F:16])[CH:11]=1.CC(O)=O.C(N(CC)CC)C.ClC(Cl)C.[NH2:48][CH2:49][CH2:50][C:51]#[N:52].C([BH3-])#N.[Na+], predict the reaction product. The product is: [Cl:1][C:2]1[CH:3]=[C:4]([NH:17][C:18]2[C:23]([C:24]#[C:25][C:26]3[O:30][C:29]([CH2:31][NH:52][CH2:51][CH2:50][C:49]#[N:48])=[CH:28][CH:27]=3)=[CH:22][N:21]=[CH:20][N:19]=2)[CH:5]=[CH:6][C:7]=1[O:8][CH2:9][C:10]1[CH:15]=[CH:14][CH:13]=[C:12]([F:16])[CH:11]=1. (6) Given the reactants [Cl:1][C:2]1[CH:7]=[C:6]([Cl:8])[CH:5]=[CH:4][C:3]=1[N:9]1[C:14]2=[N:15][C:16]3[CH:21]=[CH:20][CH:19]=[C:18]([N:22]([CH2:25][CH3:26])[CH2:23][CH3:24])[C:17]=3[N:13]2[CH2:12][CH:11]([OH:27])[CH2:10]1.[CH3:28][S:29](Cl)(=[O:31])=[O:30].[C:33](=O)(O)[O-].[Na+], predict the reaction product. The product is: [CH3:28][S:29]([O:27][CH:11]1[CH2:12][N:13]2[C:14](=[N:15][C:16]3[CH:21]=[CH:20][CH:19]=[C:18]([N:22]([CH2:23][CH3:24])[CH2:25][CH3:26])[C:17]=32)[N:9]([C:3]2[CH:4]=[CH:5][C:6]([Cl:8])=[CH:7][C:2]=2[Cl:1])[CH2:10][CH2:33]1)(=[O:31])=[O:30]. (7) Given the reactants C(OC([NH:8][C@H:9]1[CH2:14][CH2:13][C@H:12]([N:15]([C:19]2[CH:24]=[C:23]([CH2:25][CH2:26][CH2:27][C:28]([NH:30][C:31]3[CH:32]=[N:33][C:34]([CH2:37][NH:38][CH2:39][C@H:40]([O:53][Si](C(C)(C)C)(C)C)[C:41]4[CH:50]=[CH:49][C:48]([OH:51])=[C:47]5[C:42]=4[CH:43]=[CH:44][C:45](=[O:52])[NH:46]5)=[CH:35][CH:36]=3)=[O:29])[CH:22]=[CH:21][C:20]=2[C:61]2[CH:66]=[CH:65][CH:64]=[CH:63][CH:62]=2)[C:16](=[O:18])[O-:17])[CH2:11][CH2:10]1)=O)(C)(C)C.[ClH:67].CN[C@H]1CC[C@H](N(C2C=C(CCCN3C4C=CC(C#N)=CC=4N=N3)C=CC=2C2C=CC=CC=2)C(=O)[O-])CC1, predict the reaction product. The product is: [ClH:67].[ClH:67].[NH2:8][C@H:9]1[CH2:14][CH2:13][C@H:12]([N:15]([C:19]2[CH:24]=[C:23]([CH2:25][CH2:26][CH2:27][C:28]([NH:30][C:31]3[CH:32]=[N:33][C:34]([CH2:37][NH:38][CH2:39][C@H:40]([OH:53])[C:41]4[CH:50]=[CH:49][C:48]([OH:51])=[C:47]5[C:42]=4[CH:43]=[CH:44][C:45](=[O:52])[NH:46]5)=[CH:35][CH:36]=3)=[O:29])[CH:22]=[CH:21][C:20]=2[C:61]2[CH:62]=[CH:63][CH:64]=[CH:65][CH:66]=2)[C:16](=[O:17])[OH:18])[CH2:11][CH2:10]1.